Dataset: Full USPTO retrosynthesis dataset with 1.9M reactions from patents (1976-2016). Task: Predict the reactants needed to synthesize the given product. (1) Given the product [CH3:9][C:10]1[CH:15]=[CH:14][CH:13]=[CH:12][C:11]=1[CH2:16][N:1]1[CH2:6][CH2:5][CH2:4][NH:3][C:2]1=[O:7], predict the reactants needed to synthesize it. The reactants are: [NH:1]1[CH2:6][CH2:5][CH2:4][NH:3][C:2]1=[O:7].Br[CH2:9][C:10]1[C:11]([CH3:16])=[CH:12][CH:13]=[CH:14][CH:15]=1.CN(C)C=O.[H-].[Na+]. (2) The reactants are: [Br:1][C:2]1[CH:7]=[CH:6][C:5]([CH2:8][CH:9]([CH3:14])[CH2:10][C:11]([OH:13])=O)=[CH:4][CH:3]=1. Given the product [Br:1][C:2]1[CH:3]=[C:4]2[C:5]([CH2:8][CH:9]([CH3:14])[CH2:10][C:11]2=[O:13])=[CH:6][CH:7]=1, predict the reactants needed to synthesize it. (3) Given the product [F:1][C:2]1[CH:30]=[CH:29][C:5]([C:6](/[N:8]=[C:9]2\[NH:16][C:17]3[N:21]([N:20]=[C:19]([C:22]4[CH:27]=[CH:26][C:25]([F:28])=[CH:24][CH:23]=4)[CH:18]=3)[CH2:12][C:11]([CH3:15])([CH3:14])[NH:10]\2)=[O:7])=[CH:4][CH:3]=1, predict the reactants needed to synthesize it. The reactants are: [F:1][C:2]1[CH:30]=[CH:29][C:5]([C:6](/[N:8]=[C:9](\[NH:16][C:17]2[NH:21][N:20]=[C:19]([C:22]3[CH:27]=[CH:26][C:25]([F:28])=[CH:24][CH:23]=3)[CH:18]=2)/[NH:10][C:11]([CH3:15])([CH3:14])[CH2:12]O)=[O:7])=[CH:4][CH:3]=1.C1(P(C2C=CC=CC=2)C2C=CC=CC=2)C=CC=CC=1.N(C(OC(C)C)=O)=NC(OC(C)C)=O. (4) Given the product [C:1]([O:5][C:6](=[O:20])[NH:7][C:8]1[CH:13]=[C:12]([C:14]([F:17])([F:16])[F:15])[C:11]([CH3:18])=[CH:10][C:9]=1[NH:19][C:26](=[O:25])[CH2:27][C:28](=[O:41])[C:29]1[CH:34]=[CH:33][CH:32]=[C:31]([C:35]2[CH:40]=[N:39][CH:38]=[N:37][CH:36]=2)[CH:30]=1)([CH3:4])([CH3:2])[CH3:3], predict the reactants needed to synthesize it. The reactants are: [C:1]([O:5][C:6](=[O:20])[NH:7][C:8]1[CH:13]=[C:12]([C:14]([F:17])([F:16])[F:15])[C:11]([CH3:18])=[CH:10][C:9]=1[NH2:19])([CH3:4])([CH3:3])[CH3:2].C([O:25][C:26](=O)[CH2:27][C:28](=[O:41])[C:29]1[CH:34]=[CH:33][CH:32]=[C:31]([C:35]2[CH:36]=[N:37][CH:38]=[N:39][CH:40]=2)[CH:30]=1)(C)(C)C.